This data is from Forward reaction prediction with 1.9M reactions from USPTO patents (1976-2016). The task is: Predict the product of the given reaction. (1) The product is: [NH2:29][C:27]1[N:28]=[C:23]([N:9]2[CH2:14][CH2:13][CH2:12][C@@H:11]([C:15]([N:17]3[CH2:18][CH2:19][CH2:20][CH2:21]3)=[O:16])[CH2:10]2)[CH:24]=[CH:25][C:26]=1[N+:30]([O-:32])=[O:31]. Given the reactants C(N(CC)CC)C.Cl.[NH:9]1[CH2:14][CH2:13][CH2:12][C@@H:11]([C:15]([N:17]2[CH2:21][CH2:20][CH2:19][CH2:18]2)=[O:16])[CH2:10]1.Cl[C:23]1[N:28]=[C:27]([NH2:29])[C:26]([N+:30]([O-:32])=[O:31])=[CH:25][CH:24]=1.[Cl-].[NH4+], predict the reaction product. (2) Given the reactants C(OC([N:8]1[CH2:12][CH2:11][CH2:10][C@@H:9]1[CH2:13][CH2:14][OH:15])=O)(C)(C)C.[ClH:16], predict the reaction product. The product is: [ClH:16].[NH:8]1[CH2:12][CH2:11][CH2:10][C@@H:9]1[CH2:13][CH2:14][OH:15]. (3) Given the reactants [OH:1][C:2]1[CH:7]=[CH:6][C:5]([C:8](=[C:24]2[CH2:29][C:28]([CH3:31])([CH3:30])[CH2:27][C:26]([CH3:33])([CH3:32])[CH2:25]2)[C:9]2[CH:14]=[CH:13][C:12]([O:15][CH2:16][CH2:17][CH2:18][C:19]([O:21]CC)=[O:20])=[CH:11][CH:10]=2)=[CH:4][CH:3]=1.[OH-].[Na+].Cl, predict the reaction product. The product is: [OH:1][C:2]1[CH:7]=[CH:6][C:5]([C:8](=[C:24]2[CH2:29][C:28]([CH3:31])([CH3:30])[CH2:27][C:26]([CH3:33])([CH3:32])[CH2:25]2)[C:9]2[CH:14]=[CH:13][C:12]([O:15][CH2:16][CH2:17][CH2:18][C:19]([OH:21])=[O:20])=[CH:11][CH:10]=2)=[CH:4][CH:3]=1.